This data is from Catalyst prediction with 721,799 reactions and 888 catalyst types from USPTO. The task is: Predict which catalyst facilitates the given reaction. (1) Product: [Br:1][C:2]1[CH:3]=[C:4](/[CH:9]=[CH:10]/[C:11]([NH:13][C:14]2([C:20]([NH:22][CH2:23][CH2:24][C:25]3[C:33]4[C:28](=[CH:29][CH:30]=[C:31]([F:34])[CH:32]=4)[NH:27][CH:26]=3)=[O:21])[CH2:19][CH2:18][N:17]([C:38]([NH:37][CH2:35][CH3:36])=[O:39])[CH2:16][CH2:15]2)=[O:12])[CH:5]=[CH:6][C:7]=1[F:8]. The catalyst class is: 59. Reactant: [Br:1][C:2]1[CH:3]=[C:4](/[CH:9]=[CH:10]/[C:11]([NH:13][C:14]2([C:20]([NH:22][CH2:23][CH2:24][C:25]3[C:33]4[C:28](=[CH:29][CH:30]=[C:31]([F:34])[CH:32]=4)[NH:27][CH:26]=3)=[O:21])[CH2:19][CH2:18][NH:17][CH2:16][CH2:15]2)=[O:12])[CH:5]=[CH:6][C:7]=1[F:8].[CH2:35]([N:37]=[C:38]=[O:39])[CH3:36]. (2) Reactant: [CH:1]1([CH2:6][C@H:7]([CH2:27][C:28](=[O:38])[NH:29][O:30]CC2C=CC=CC=2)[C:8]([N:10]2[C@H:14]([C:15]([NH:17][C:18]3[CH:23]=[CH:22][CH:21]=[C:20]([CH2:24][CH3:25])[N+:19]=3[O-:26])=[O:16])[CH2:13][CH:12]=[N:11]2)=[O:9])[CH2:5][CH2:4][CH2:3][CH2:2]1. Product: [CH:1]1([CH2:6][C@H:7]([CH2:27][C:28]([NH:29][OH:30])=[O:38])[C:8]([N:10]2[C@H:14]([C:15]([NH:17][C:18]3[CH:23]=[CH:22][CH:21]=[C:20]([CH2:24][CH3:25])[N+:19]=3[O-:26])=[O:16])[CH2:13][CH:12]=[N:11]2)=[O:9])[CH2:2][CH2:3][CH2:4][CH2:5]1. The catalyst class is: 105.